This data is from Merck oncology drug combination screen with 23,052 pairs across 39 cell lines. The task is: Regression. Given two drug SMILES strings and cell line genomic features, predict the synergy score measuring deviation from expected non-interaction effect. (1) Drug 1: COc1cccc2c1C(=O)c1c(O)c3c(c(O)c1C2=O)CC(O)(C(=O)CO)CC3OC1CC(N)C(O)C(C)O1. Drug 2: CCN(CC)CCNC(=O)c1c(C)[nH]c(C=C2C(=O)Nc3ccc(F)cc32)c1C. Cell line: A2780. Synergy scores: synergy=-2.46. (2) Drug 1: CN(C)C(=N)N=C(N)N. Drug 2: CS(=O)(=O)CCNCc1ccc(-c2ccc3ncnc(Nc4ccc(OCc5cccc(F)c5)c(Cl)c4)c3c2)o1. Cell line: HCT116. Synergy scores: synergy=5.31. (3) Drug 1: C=CCn1c(=O)c2cnc(Nc3ccc(N4CCN(C)CC4)cc3)nc2n1-c1cccc(C(C)(C)O)n1. Drug 2: Cc1nc(Nc2ncc(C(=O)Nc3c(C)cccc3Cl)s2)cc(N2CCN(CCO)CC2)n1. Cell line: NCIH2122. Synergy scores: synergy=-53.1. (4) Drug 1: C=CCn1c(=O)c2cnc(Nc3ccc(N4CCN(C)CC4)cc3)nc2n1-c1cccc(C(C)(C)O)n1. Drug 2: C#Cc1cccc(Nc2ncnc3cc(OCCOC)c(OCCOC)cc23)c1. Cell line: LOVO. Synergy scores: synergy=14.1.